Predict the reaction yield, written as a fraction of the theoretical maximum amount of product (1.0 means a 100% yield; for example, 0.34 means a 34% yield). From a dataset of Reaction yield outcomes from USPTO patents with 853,638 reactions. (1) The reactants are [F:1][C:2]1[C:7]([C:8]([F:11])([F:10])[F:9])=[CH:6][CH:5]=[CH:4][C:3]=1[C:12]([C:38]1[CH:43]=[CH:42][CH:41]=[CH:40][CH:39]=1)([C:14]1[N:18](C(C2C=CC=CC=2)(C2C=CC=CC=2)C2C=CC=CC=2)[CH:17]=[N:16][CH:15]=1)O.C(O)(C(F)(F)F)=O.C([SiH](CC)CC)C. The catalyst is ClCCl. The product is [F:1][C:2]1[C:7]([C:8]([F:9])([F:10])[F:11])=[CH:6][CH:5]=[CH:4][C:3]=1[CH:12]([C:38]1[CH:43]=[CH:42][CH:41]=[CH:40][CH:39]=1)[C:14]1[NH:18][CH:17]=[N:16][CH:15]=1. The yield is 0.620. (2) The reactants are C(N(CC)CC)C.[Cl:8][C:9]1[CH:10]=[C:11]2[C:15](=[CH:16][CH:17]=1)[NH:14][CH:13]=[C:12]2[CH2:18][NH2:19].[Cl:20][CH2:21][C:22]1[CH:30]=[CH:29][C:25]([C:26](Cl)=[O:27])=[CH:24][CH:23]=1. The catalyst is ClCCl. The product is [Cl:8][C:9]1[CH:10]=[C:11]2[C:15](=[CH:16][CH:17]=1)[NH:14][CH:13]=[C:12]2[CH2:18][NH:19][C:26](=[O:27])[C:25]1[CH:29]=[CH:30][C:22]([CH2:21][Cl:20])=[CH:23][CH:24]=1. The yield is 0.950. (3) The reactants are [OH:1][O:2][S:3]([O-:5])=[O:4].[K+:6].[O:7]=O.[OH:9][S:10]([O-])(=[O:12])=[O:11].[K+]. The catalyst is O. The product is [S:3]([O:2][O:1][S:10]([O-:12])(=[O:11])=[O:9])([O-:7])(=[O:5])=[O:4].[K+:6].[K+:6]. The yield is 0.112. (4) The reactants are [F:1][C:2]1[CH:3]=[CH:4][C:5]([OH:27])=[C:6]([C@H:8]2[CH2:12][CH2:11][CH2:10][N:9]2[C:13]2[CH:18]=[CH:17][N:16]3[N:19]=[CH:20][C:21]([C:22]([O:24][CH2:25][CH3:26])=[O:23])=[C:15]3[N:14]=2)[CH:7]=1.Cl[CH2:29][CH:30]1[CH2:34][O:33][C:32]([CH3:36])([CH3:35])[O:31]1.C(=O)([O-])[O-].[K+].[K+].[Br-].[Na+]. The yield is 0.250. The product is [CH3:35][C:32]1([CH3:36])[O:31][CH:30]([CH2:29][O:27][C:5]2[CH:4]=[CH:3][C:2]([F:1])=[CH:7][C:6]=2[C@H:8]2[CH2:12][CH2:11][CH2:10][N:9]2[C:13]2[CH:18]=[CH:17][N:16]3[N:19]=[CH:20][C:21]([C:22]([O:24][CH2:25][CH3:26])=[O:23])=[C:15]3[N:14]=2)[CH2:34][O:33]1. The catalyst is CN(C=O)C. (5) The reactants are [Br:1][C:2]1[CH:6]=[N:5][N:4]([CH:7]([CH3:9])[CH3:8])[C:3]=1[C:10]1[CH:11]=[C:12]([NH2:18])[CH:13]=[CH:14][C:15]=1[O:16][CH3:17].[Cl:19][C:20]1[CH:25]=[CH:24][C:23]([N:26]=[C:27]=[O:28])=[CH:22][CH:21]=1. The catalyst is C(Cl)Cl. The product is [Br:1][C:2]1[CH:6]=[N:5][N:4]([CH:7]([CH3:9])[CH3:8])[C:3]=1[C:10]1[CH:11]=[C:12]([NH:18][C:27]([NH:26][C:23]2[CH:24]=[CH:25][C:20]([Cl:19])=[CH:21][CH:22]=2)=[O:28])[CH:13]=[CH:14][C:15]=1[O:16][CH3:17]. The yield is 0.420. (6) The reactants are [C:1]([O:5][C:6](=[O:23])[NH:7][CH:8]1[CH2:13][C@@H:12]([C:14]2[CH:19]=[CH:18][CH:17]=[CH:16][C:15]=2[CH3:20])[C@@H:11]([CH3:21])[NH:10][C:9]1=[O:22])([CH3:4])([CH3:3])[CH3:2].CN1C(=O)N(C)CCC1.C(O[Li])(C)(C)C.[C:39]([CH2:43]OS(C(F)(F)F)(=O)=O)([F:42])([F:41])[F:40]. The catalyst is C1COCC1. The product is [C:1]([O:5][C:6](=[O:23])[NH:7][CH:8]1[CH2:13][C@@H:12]([C:14]2[CH:19]=[CH:18][CH:17]=[CH:16][C:15]=2[CH3:20])[C@@H:11]([CH3:21])[N:10]([CH2:43][C:39]([F:42])([F:41])[F:40])[C:9]1=[O:22])([CH3:2])([CH3:4])[CH3:3]. The yield is 0.780. (7) The catalyst is O1CCOCC1. The product is [N:3]1[CH:4]=[CH:5][CH:6]=[N:7][C:2]=1[N:10]1[CH2:15][CH2:14][C:13](=[O:16])[CH2:12][CH2:11]1. The yield is 0.530. The reactants are Cl[C:2]1[N:7]=[CH:6][CH:5]=[CH:4][N:3]=1.O.Cl.[NH:10]1[CH2:15][CH2:14][C:13](=[O:16])[CH2:12][CH2:11]1. (8) The reactants are [C:1]([O:5]C)(=O)[CH:2]=[CH2:3].[Br:7][C:8]1[CH:16]=[C:15]2[C:11]([CH2:12][CH2:13][C:14]2=[O:17])=[CH:10][CH:9]=1.[K].[O-][CH2:20][CH2:21]CC.[OH-].[K+]. The catalyst is C1COCC1.CC(C)([O-])C.[K+]. The product is [Br:7][C:8]1[CH:16]=[C:15]2[C:11]([CH2:12][C:13]3([CH2:3][CH2:2][C:1](=[O:5])[CH2:21][CH2:20]3)[C:14]2=[O:17])=[CH:10][CH:9]=1. The yield is 0.620. (9) The reactants are [CH:1]1[C:11]2[CH:10]=[CH:9][C:8]3[CH:12]=[CH:13][CH:14]=[CH:15][C:7]=3[NH:6][C:5]=2[CH:4]=[CH:3][CH:2]=1.I[C:17]1[CH:25]=[CH:24][C:20]([CH2:21][CH2:22][OH:23])=[CH:19][CH:18]=1.[OH-].[K+].C1C2C(CCCC2)CCC1. The catalyst is [Cu].C(Cl)(Cl)Cl. The product is [OH:23][CH2:22][CH2:21][C:20]1[CH:24]=[CH:25][C:17]([N:6]2[C:7]3[CH:15]=[CH:14][CH:13]=[CH:12][C:8]=3[CH:9]=[CH:10][C:11]3[CH:1]=[CH:2][CH:3]=[CH:4][C:5]2=3)=[CH:18][CH:19]=1. The yield is 0.300. (10) The reactants are [Cl:1][C:2]1[CH:10]=[CH:9][CH:8]=[C:7]2[C:3]=1[CH:4]=[C:5]([C:11]([OH:13])=O)[NH:6]2.F[P-](F)(F)(F)(F)F.[N:21]1([O:30][C:31](N(C)C)=[N+](C)C)[C:25]2C=CC=CC=2N=N1.C(N(CC)CC)C.Cl.CNOC. The catalyst is CN(C)C=O. The product is [Cl:1][C:2]1[CH:10]=[CH:9][CH:8]=[C:7]2[C:3]=1[CH:4]=[C:5]([C:11]([N:21]([O:30][CH3:31])[CH3:25])=[O:13])[NH:6]2. The yield is 0.290.